This data is from Cav3 T-type calcium channel HTS with 100,875 compounds. The task is: Binary Classification. Given a drug SMILES string, predict its activity (active/inactive) in a high-throughput screening assay against a specified biological target. (1) The drug is Brc1c(CNC(=O)c2noc(c2)C)cccc1. The result is 0 (inactive). (2) The drug is s1c2c(N3CCN(CC3)CCO)ncnc2c2c1nc(cc2C)C. The result is 0 (inactive). (3) The drug is OC(CN(C(C)C)C(C)C)c1cc([N+]([O-])=O)ccc1. The result is 0 (inactive).